The task is: Regression. Given two drug SMILES strings and cell line genomic features, predict the synergy score measuring deviation from expected non-interaction effect.. This data is from Merck oncology drug combination screen with 23,052 pairs across 39 cell lines. Drug 1: COc1cc(C2c3cc4c(cc3C(OC3OC5COC(C)OC5C(O)C3O)C3COC(=O)C23)OCO4)cc(OC)c1O. Drug 2: NC(=O)c1cccc2cn(-c3ccc(C4CCCNC4)cc3)nc12. Cell line: SW837. Synergy scores: synergy=10.6.